Dataset: Full USPTO retrosynthesis dataset with 1.9M reactions from patents (1976-2016). Task: Predict the reactants needed to synthesize the given product. (1) Given the product [CH3:1][O:2][C:3]1[C:8]([CH3:9])=[C:7]([CH3:10])[C:6]([O:11][CH3:12])=[C:5]([CH3:13])[C:4]=1[CH2:14]/[CH:15]=[C:16](\[CH3:22])/[CH2:17][CH2:18][CH2:19][CH:20]=[O:39], predict the reactants needed to synthesize it. The reactants are: [CH3:1][O:2][C:3]1[C:8]([CH3:9])=[C:7]([CH3:10])[C:6]([O:11][CH3:12])=[C:5]([CH3:13])[C:4]=1[CH2:14]/[CH:15]=[C:16](\[CH3:22])/[CH2:17][CH2:18][CH2:19][C:20]#N.C1(C)C=CC=CC=1.CC(C[AlH]CC(C)C)C.[OH2:39]. (2) Given the product [CH3:1][C:2]1[C:3]([CH2:15][O:16][C:17]2[CH:22]=[CH:21][C:20]([N:23]3[C:27]([CH3:28])=[C:26]([CH:31]=[O:32])[C:25]([CH3:29])=[N:24]3)=[CH:19][C:18]=2[CH3:30])=[C:4]([N:8]2[C:12](=[O:13])[N:11]([CH3:14])[N:10]=[N:9]2)[CH:5]=[CH:6][CH:7]=1, predict the reactants needed to synthesize it. The reactants are: [CH3:1][C:2]1[C:3]([CH2:15][O:16][C:17]2[CH:22]=[CH:21][C:20]([N:23]3[C:27]([CH3:28])=[CH:26][C:25]([CH3:29])=[N:24]3)=[CH:19][C:18]=2[CH3:30])=[C:4]([N:8]2[C:12](=[O:13])[N:11]([CH3:14])[N:10]=[N:9]2)[CH:5]=[CH:6][CH:7]=1.[CH:31](C1C(COC2C=CC(N3C(C)=CC(C)=N3)=CC=2C)=C(N2C(=O)N(C)N=N2)C=CC=1)=[O:32]. (3) Given the product [C:15]([C:10]1[CH:9]=[C:8]2[C:13](=[CH:12][CH:11]=1)[NH:5][C:6](=[O:14])[CH2:7]2)(=[O:19])[CH2:16][CH2:17][CH3:18], predict the reactants needed to synthesize it. The reactants are: [Cl-].[Al+3].[Cl-].[Cl-].[NH:5]1[C:13]2[C:8](=[CH:9][CH:10]=[CH:11][CH:12]=2)[CH2:7][C:6]1=[O:14].[C:15](Cl)(=[O:19])[CH2:16][CH2:17][CH3:18]. (4) Given the product [CH2:28]([N:24]1[C:23](=[O:37])[C:22]([C:19]2[CH:20]=[CH:21][C:16]([O:15][C:6]3[C:5]4[C:10](=[CH:11][C:12]([O:13][CH2:14][C:40]5[CH:45]=[CH:44][CH:43]=[CH:42][CH:41]=5)=[C:3]([O:2][CH3:1])[CH:4]=4)[N:9]=[CH:8][CH:7]=3)=[C:17]([F:38])[CH:18]=2)=[CH:27][N:26]=[CH:25]1)[C:29]1[CH:30]=[CH:31][CH:32]=[CH:33][CH:34]=1, predict the reactants needed to synthesize it. The reactants are: [CH3:1][O:2][C:3]1[CH:4]=[C:5]2[C:10](=[CH:11][C:12]=1[O:13][CH3:14])[N:9]=[CH:8][CH:7]=[C:6]2[O:15][C:16]1[CH:21]=[CH:20][C:19]([C:22]2[C:23](=[O:37])[N:24]([CH2:28][C:29]3[CH:34]=[CH:33][C:32](F)=[C:31](C)[CH:30]=3)[CH:25]=[N:26][CH:27]=2)=[CH:18][C:17]=1[F:38].C(N1C(=O)C([C:40]2[CH:45]=[CH:44][C:43](O)=[C:42](F)[CH:41]=2)=CN=C1)[C:40]1[CH:45]=[CH:44][CH:43]=[CH:42][CH:41]=1. (5) Given the product [Cl:1][C:2]1[CH:3]=[C:4]([CH:43]=[CH:44][CH:45]=1)[CH2:5][C:6]1[C:14]2[C:9](=[N:10][CH:11]=[C:12]([C:15]3[CH:20]=[CH:19][C:18]([NH:21][C:22]([N:24]4[CH2:25][CH2:26][O:27][CH2:28][CH2:29]4)=[O:23])=[C:17]([C:30](=[O:34])[N:31]([CH3:32])[CH3:33])[CH:16]=3)[CH:13]=2)[NH:8][N:7]=1, predict the reactants needed to synthesize it. The reactants are: [Cl:1][C:2]1[CH:3]=[C:4]([CH:43]=[CH:44][CH:45]=1)[CH2:5][C:6]1[C:14]2[C:9](=[N:10][CH:11]=[C:12]([C:15]3[CH:20]=[CH:19][C:18]([NH:21][C:22]([N:24]4[CH2:29][CH2:28][O:27][CH2:26][CH2:25]4)=[O:23])=[C:17]([C:30](=[O:34])[N:31]([CH3:33])[CH3:32])[CH:16]=3)[CH:13]=2)[N:8](COC(=O)C(C)(C)C)[N:7]=1.[OH-].[Na+]. (6) Given the product [ClH:1].[NH:23]1[CH2:22][CH2:21][CH:20]([CH2:19][CH2:18][C:14]2[CH:13]=[C:12]([NH:11][C:9]([NH2:8])=[O:10])[CH:17]=[CH:16][CH:15]=2)[CH2:25][CH2:24]1, predict the reactants needed to synthesize it. The reactants are: [ClH:1].CCOC(C)=O.[NH2:8][C:9]([NH:11][C:12]1[CH:13]=[C:14]([CH2:18][CH2:19][CH:20]2[CH2:25][CH2:24][N:23](C(OC(C)(C)C)=O)[CH2:22][CH2:21]2)[CH:15]=[CH:16][CH:17]=1)=[O:10]. (7) Given the product [CH2:1]([O:3][C:4](=[O:29])[CH2:5][O:6][CH:7]1[CH2:11][CH2:10][N:9]([CH2:12][CH:13]([N:20]([C:22](=[O:24])[CH2:38][C:33]2[CH:34]=[CH:35][C:36]([Cl:37])=[C:31]([Cl:30])[CH:32]=2)[CH3:21])[C:14]2[CH:15]=[CH:16][CH:17]=[CH:18][CH:19]=2)[CH2:8]1)[CH3:2], predict the reactants needed to synthesize it. The reactants are: [CH2:1]([O:3][C:4](=[O:29])[CH2:5][O:6][CH:7]1[CH2:11][CH2:10][N:9]([CH2:12][CH:13]([N:20]([C:22]([O:24]C(C)(C)C)=O)[CH3:21])[C:14]2[CH:19]=[CH:18][CH:17]=[CH:16][CH:15]=2)[CH2:8]1)[CH3:2].[Cl:30][C:31]1[CH:32]=[C:33]([CH2:38]C(O)=O)[CH:34]=[CH:35][C:36]=1[Cl:37].C(N(C(C)C)CC)(C)C.CN(C(ON1N=NC2C=CC=NC1=2)=[N+](C)C)C.F[P-](F)(F)(F)(F)F. (8) Given the product [CH2:1]([O:3][CH:4]([O:8][CH2:9][CH3:10])[CH2:5][CH2:6][NH:7][C:28](=[O:30])[C@H:23]([CH2:24][CH:25]([CH3:26])[CH3:27])[NH:22][C:20]([C:12]1[S:11][C:15](/[CH:16]=[CH:17]\[CH3:31])=[C:14]([CH:19]=[CH2:18])[CH:13]=1)=[O:21])[CH3:2], predict the reactants needed to synthesize it. The reactants are: [CH2:1]([O:3][CH:4]([O:8][CH2:9][CH3:10])[CH2:5][CH2:6][NH2:7])[CH3:2].[S:11]1[C:15]2[CH:16]=[CH:17][CH:18]=[CH:19][C:14]=2[CH:13]=[C:12]1[C:20]([NH:22][C@H:23]([C:28]([OH:30])=O)[CH2:24][CH:25]([CH3:27])[CH3:26])=[O:21].[CH3:31]N1CCOCC1.CCN=C=NCCCN(C)C.Cl.[NH4+].[Cl-].